From a dataset of Forward reaction prediction with 1.9M reactions from USPTO patents (1976-2016). Predict the product of the given reaction. (1) Given the reactants [C:1]([O:5][C:6]([N:8]1[CH2:17][CH2:16][C:15]2[C:10](=[CH:11][CH:12]=[C:13]([CH2:18][OH:19])[CH:14]=2)[CH2:9]1)=[O:7])([CH3:4])([CH3:3])[CH3:2].[Cl:20][C:21]1[CH:26]=[CH:25][C:24](O)=[CH:23][C:22]=1[C:28]([F:31])([F:30])[F:29].C1C=CC(P(C2C=CC=CC=2)C2C=CC=CC=2)=CC=1.N(C(N1CCCCC1)=O)=NC(N1CCCCC1)=O, predict the reaction product. The product is: [C:1]([O:5][C:6]([N:8]1[CH2:17][CH2:16][C:15]2[C:10](=[CH:11][CH:12]=[C:13]([CH2:18][O:19][C:24]3[CH:25]=[CH:26][C:21]([Cl:20])=[C:22]([C:28]([F:31])([F:30])[F:29])[CH:23]=3)[CH:14]=2)[CH2:9]1)=[O:7])([CH3:4])([CH3:2])[CH3:3]. (2) Given the reactants [CH2:1]([O:3][C:4]1[CH:12]=[CH:11][C:7]([C:8]([OH:10])=[O:9])=[CH:6][N:5]=1)[CH3:2].C1N=C[N:15](C(N2C=NC=C2)=O)C=1.CS(O)(=O)=O.[NH2:30][CH2:31][C:32]1[CH:33]=[C:34]2[C:38](=[CH:39][CH:40]=1)[C:37](=[O:41])[N:36]([CH:42]1[CH2:47][CH2:46][C:45](=[O:48])[NH:44][C:43]1=[O:49])[CH2:35]2.O, predict the reaction product. The product is: [O:49]=[C:43]1[CH:42]([N:36]2[CH2:35][C:34]3[C:38](=[CH:39][CH:40]=[C:32]([CH2:31][NH:30][C:8](=[O:10])[C:7]4[CH:11]=[CH:12][C:4]([O:3][CH2:1][CH3:2])=[N:5][CH:6]=4)[CH:33]=3)[C:37]2=[O:41])[CH2:47][CH2:46][C:45](=[O:48])[NH:44]1.[CH2:1]([O:3][C:4]1[N:5]=[N:15][C:7]([C:8]([OH:10])=[O:9])=[CH:11][CH:12]=1)[CH3:2].